This data is from Forward reaction prediction with 1.9M reactions from USPTO patents (1976-2016). The task is: Predict the product of the given reaction. (1) Given the reactants CS(C)=O.C(Cl)(=O)C(Cl)=O.[CH3:11][C:12]1[C:20]2[C:15](=[CH:16][N:17]=[C:18]([CH2:21][OH:22])[CH:19]=2)[O:14][CH:13]=1, predict the reaction product. The product is: [CH3:11][C:12]1[C:20]2[C:15](=[CH:16][N:17]=[C:18]([CH:21]=[O:22])[CH:19]=2)[O:14][CH:13]=1. (2) Given the reactants [NH2:1][C@H:2]([CH:6]1[CH2:11][CH2:10][CH2:9][CH2:8][CH2:7]1)[C:3]([OH:5])=[O:4].[CH2:12](O)[C:13]1[CH:18]=[CH:17][CH:16]=[CH:15][CH:14]=1.[CH3:20][S:21]([OH:24])(=[O:23])=[O:22].O, predict the reaction product. The product is: [CH3:20][S:21]([OH:24])(=[O:23])=[O:22].[NH2:1][C@H:2]([CH:6]1[CH2:11][CH2:10][CH2:9][CH2:8][CH2:7]1)[C:3]([O:5][CH2:12][C:13]1[CH:18]=[CH:17][CH:16]=[CH:15][CH:14]=1)=[O:4]. (3) Given the reactants C([N-]C(C)C)(C)C.[Li+].C(NC(C)C)(C)C.C([Li])CCC.[F:21][C:22]1[CH:28]=[C:27]([F:29])[CH:26]=[CH:25][C:23]=1[NH2:24].F[C:31]1[CH:39]=[C:38]([F:40])[C:37]([F:41])=[CH:36][C:32]=1[C:33]([OH:35])=[O:34].Cl.O1CCOCC1, predict the reaction product. The product is: [F:21][C:22]1[CH:28]=[C:27]([F:29])[CH:26]=[CH:25][C:23]=1[NH:24][C:31]1[CH:39]=[C:38]([F:40])[C:37]([F:41])=[CH:36][C:32]=1[C:33]([OH:35])=[O:34].